This data is from Peptide-MHC class II binding affinity with 134,281 pairs from IEDB. The task is: Regression. Given a peptide amino acid sequence and an MHC pseudo amino acid sequence, predict their binding affinity value. This is MHC class II binding data. (1) The peptide sequence is DDRITKARWVYFLTR. The MHC is HLA-DQA10102-DQB10602 with pseudo-sequence HLA-DQA10102-DQB10602. The binding affinity (normalized) is 0.142. (2) The peptide sequence is YPSGTSGSPIVNRNG. The MHC is DRB1_0901 with pseudo-sequence DRB1_0901. The binding affinity (normalized) is 0.303. (3) The peptide sequence is NDFLKTGHYTQMVWA. The MHC is DRB1_0901 with pseudo-sequence DRB1_0901. The binding affinity (normalized) is 0.384. (4) The peptide sequence is IDLSIQNYHTFLIYI. The MHC is DRB1_0405 with pseudo-sequence DRB1_0405. The binding affinity (normalized) is 0. (5) The peptide sequence is VEVWQGLALLSEAVL. The MHC is DRB1_0404 with pseudo-sequence DRB1_0404. The binding affinity (normalized) is 0.333. (6) The peptide sequence is PFPQPQQPFCQQPQR. The MHC is HLA-DQA10501-DQB10301 with pseudo-sequence HLA-DQA10501-DQB10301. The binding affinity (normalized) is 0.0322. (7) The peptide sequence is EGKPTEKHIQIRSTN. The MHC is DRB5_0101 with pseudo-sequence DRB5_0101. The binding affinity (normalized) is 0.185. (8) The peptide sequence is VSLIAVIKGIINLYK. The MHC is DRB1_0405 with pseudo-sequence DRB1_0405. The binding affinity (normalized) is 0.677.